Dataset: Reaction yield outcomes from USPTO patents with 853,638 reactions. Task: Predict the reaction yield, written as a fraction of the theoretical maximum amount of product (1.0 means a 100% yield; for example, 0.34 means a 34% yield). (1) The reactants are [CH2:1]([O:3][C:4]([C@H:6]1[CH2:8][C@@H:7]1[C@:9]([NH2:16])([CH3:15])[C:10]([F:14])([F:13])[CH2:11][OH:12])=[O:5])[CH3:2].[N:17]#[C:18]Br. The product is [CH2:1]([O:3][C:4]([C@H:6]1[CH2:8][C@@H:7]1[C@:9]1([CH3:15])[C:10]([F:14])([F:13])[CH2:11][O:12][C:18]([NH2:17])=[N:16]1)=[O:5])[CH3:2]. The yield is 0.610. No catalyst specified. (2) The reactants are [NH2:1][C:2]1[N:10]=[C:9]([Cl:11])[CH:8]=[CH:7][C:3]=1[C:4]([NH2:6])=[O:5].C(Cl)(=O)[C:13](Cl)=[O:14]. The catalyst is C1(C)C=CC=CC=1. The product is [Cl:11][C:9]1[CH:8]=[CH:7][C:3]2[C:4](=[O:5])[NH:6][C:13](=[O:14])[NH:1][C:2]=2[N:10]=1. The yield is 0.950.